Task: Predict which catalyst facilitates the given reaction.. Dataset: Catalyst prediction with 721,799 reactions and 888 catalyst types from USPTO (1) Reactant: N[C:2]1[C:7]([NH2:8])=[C:6]([OH:9])[N:5]=[CH:4][N:3]=1.[C:10](=O)([O-])O.[Na+].[CH2:15]([O:19][C:20]1[CH:28]=[CH:27][C:23]([C:24](Cl)=[O:25])=[CH:22][C:21]=1[N+:29]([O-:31])=[O:30])[CH:16]([CH3:18])[CH3:17].CC(OCC1C2C(=CC=CC=2)C(COC(C)=O)=C2C=1C=CC=C2)=O.Cl. Product: [NH2:3][C:2]1[C:7]([NH:8][C:24](=[O:25])[C:23]2[CH:27]=[CH:28][C:20]([O:19][CH2:15][CH:16]([CH3:18])[CH3:17])=[C:21]([N+:29]([O-:31])=[O:30])[CH:22]=2)=[C:6]([OH:9])[N:5]=[CH:4][CH:10]=1. The catalyst class is: 69. (2) Reactant: Br[C:2]1[CH:7]=[CH:6][C:5]([C:8]2([NH:11][C:12](=[O:22])[O:13][CH:14]3[CH:19]4[CH2:20][CH2:21][N:16]([CH2:17][CH2:18]4)[CH2:15]3)[CH2:10][CH2:9]2)=[CH:4][CH:3]=1.[B:23]1([B:23]2[O:27][C:26]([CH3:29])([CH3:28])[C:25]([CH3:31])([CH3:30])[O:24]2)[O:27][C:26]([CH3:29])([CH3:28])[C:25]([CH3:31])([CH3:30])[O:24]1.CC(O[K])=O. Product: [CH3:30][C:25]1([CH3:31])[C:26]([CH3:29])([CH3:28])[O:27][B:23]([C:2]2[CH:7]=[CH:6][C:5]([C:8]3([NH:11][C:12](=[O:22])[O:13][CH:14]4[CH:19]5[CH2:20][CH2:21][N:16]([CH2:17][CH2:18]5)[CH2:15]4)[CH2:10][CH2:9]3)=[CH:4][CH:3]=2)[O:24]1. The catalyst class is: 12. (3) Reactant: [CH3:1][C:2]1[CH:7]=[C:6]([CH3:8])[NH:5][C:4](=[O:9])[C:3]=1[CH2:10][NH:11][C:12]([C:14]1[C:22]2[C:17](=[CH:18][CH:19]=[CH:20][CH:21]=2)[NH:16][C:15]=1[CH3:23])=[O:13].[H-].[Na+].[C:26]1([S:32](Cl)(=[O:34])=[O:33])[CH:31]=[CH:30][CH:29]=[CH:28][CH:27]=1. Product: [CH3:1][C:2]1[CH:7]=[C:6]([CH3:8])[NH:5][C:4](=[O:9])[C:3]=1[CH2:10][NH:11][C:12]([C:14]1[C:22]2[C:17](=[CH:18][CH:19]=[CH:20][CH:21]=2)[N:16]([S:32]([C:26]2[CH:31]=[CH:30][CH:29]=[CH:28][CH:27]=2)(=[O:34])=[O:33])[C:15]=1[CH3:23])=[O:13]. The catalyst class is: 7. (4) Reactant: [OH:1][CH2:2][CH2:3][CH2:4][N:5]1[CH2:10][CH2:9][N:8](C=O)[CH2:7][CH2:6]1. Product: [N:5]1([CH2:4][CH2:3][CH2:2][OH:1])[CH2:10][CH2:9][NH:8][CH2:7][CH2:6]1. The catalyst class is: 240.